Dataset: Catalyst prediction with 721,799 reactions and 888 catalyst types from USPTO. Task: Predict which catalyst facilitates the given reaction. (1) Reactant: [OH:1][CH2:2][CH2:3][CH2:4][C:5]1[CH:14]=[C:13]2[C:8]([CH:9]=[C:10]([C:16]3[CH:21]=[CH:20][C:19]([O:22]C)=[CH:18][CH:17]=3)[C:11](=[O:15])[O:12]2)=[CH:7][CH:6]=1.B(Br)(Br)Br. Product: [OH:22][C:19]1[CH:18]=[CH:17][C:16]([C:10]2[C:11](=[O:15])[O:12][C:13]3[C:8]([CH:9]=2)=[CH:7][CH:6]=[C:5]([CH2:4][CH2:3][CH2:2][OH:1])[CH:14]=3)=[CH:21][CH:20]=1. The catalyst class is: 4. (2) Reactant: [OH:1][C:2]1[CH:9]=[CH:8][C:5]([CH:6]=[O:7])=[CH:4][CH:3]=1.[CH3:10][O:11][C:12]1[CH:19]=[CH:18][C:15]([CH2:16]Cl)=[CH:14][CH:13]=1.C(=O)([O-])[O-].[K+].[K+]. Product: [CH3:10][O:11][C:12]1[CH:19]=[CH:18][C:15]([CH2:16][O:1][C:2]2[CH:9]=[CH:8][C:5]([CH:6]=[O:7])=[CH:4][CH:3]=2)=[CH:14][CH:13]=1. The catalyst class is: 3. (3) Reactant: [NH2:1][C:2]1[N:3]([CH3:8])[N:4]=[CH:5][C:6]=1[Br:7].C(N(CC)CC)C.[I:16][C:17]1[CH:25]=[CH:24][C:20]([C:21](Cl)=[O:22])=[CH:19][CH:18]=1. Product: [Br:7][C:6]1[CH:5]=[N:4][N:3]([CH3:8])[C:2]=1[NH:1][C:21](=[O:22])[C:20]1[CH:24]=[CH:25][C:17]([I:16])=[CH:18][CH:19]=1. The catalyst class is: 4.